This data is from CYP3A4 inhibition data for predicting drug metabolism from PubChem BioAssay. The task is: Regression/Classification. Given a drug SMILES string, predict its absorption, distribution, metabolism, or excretion properties. Task type varies by dataset: regression for continuous measurements (e.g., permeability, clearance, half-life) or binary classification for categorical outcomes (e.g., BBB penetration, CYP inhibition). Dataset: cyp3a4_veith. (1) The molecule is COc1ccc(NS(=O)(=O)c2cc(-c3nnnn3C)ccc2OC)cc1. The result is 0 (non-inhibitor). (2) The compound is O=C(NCCCN1CCCCCC1)C1CC(=O)N(C2CCCC2)C1. The result is 0 (non-inhibitor). (3) The molecule is N[C@H](C(=O)O)[C@H](N)C(=O)O. The result is 0 (non-inhibitor). (4) The molecule is CC(=O)OC1=CC2=CC[C@H]3[C@H]4CCC(=O)[C@@]4(C)CC(=O)[C@]3(S)[C@]2(C)CC1. The result is 0 (non-inhibitor). (5) The compound is CCOc1c(Cl)cc(C(=O)Nc2ccccc2-c2ccccc2)cc1Cl. The result is 1 (inhibitor).